Predict the product of the given reaction. From a dataset of Forward reaction prediction with 1.9M reactions from USPTO patents (1976-2016). (1) The product is: [Cl:24][C:19]1[CH:20]=[CH:21][CH:22]=[CH:23][C:18]=1[CH:16]([O:15][C:14]([NH:13][C:12]1[C:8]([C:5]2[CH:4]=[CH:3][C:2]([NH:1][C:26](=[O:32])[CH2:27][CH2:28][C:29]([OH:31])=[O:30])=[CH:7][CH:6]=2)=[N:9][O:10][CH:11]=1)=[O:25])[CH3:17]. Given the reactants [NH2:1][C:2]1[CH:7]=[CH:6][C:5]([C:8]2[C:12]([NH:13][C:14](=[O:25])[O:15][CH:16]([C:18]3[CH:23]=[CH:22][CH:21]=[CH:20][C:19]=3[Cl:24])[CH3:17])=[CH:11][O:10][N:9]=2)=[CH:4][CH:3]=1.[C:26]1(=[O:32])[O:31][C:29](=[O:30])[CH2:28][CH2:27]1, predict the reaction product. (2) Given the reactants [CH3:1][C:2]1[CH:7]=[CH:6][C:5]([NH:8][C:9]2[CH:17]=[C:16]([C:18]([OH:20])=O)[C:15]([NH:21][C:22]3[CH:27]=[CH:26][C:25]([CH3:28])=[CH:24][CH:23]=3)=[CH:14][C:10]=2[C:11]([OH:13])=O)=[CH:4][CH:3]=1, predict the reaction product. The product is: [CH3:28][C:25]1[CH:26]=[CH:27][C:22]2[NH:21][C:15]3[C:16]([C:18](=[O:20])[C:23]=2[CH:24]=1)=[CH:17][C:9]1[NH:8][C:5]2[CH:6]=[CH:7][C:2]([CH3:1])=[CH:3][C:4]=2[C:11](=[O:13])[C:10]=1[CH:14]=3. (3) Given the reactants Br[C:2]1[CH:3]=[C:4]([NH:10][C:11]2[N:16]=[CH:15][C:14]([N:17]3[CH2:22][CH2:21][N:20]([C:23]([O:25][C:26]([CH3:29])([CH3:28])[CH3:27])=[O:24])[CH2:19][CH2:18]3)=[CH:13][CH:12]=2)[C:5](=[O:9])[N:6]([CH3:8])[CH:7]=1.[C:30]([O:33][CH2:34][C:35]1[C:40](B2OC(C)(C)C(C)(C)O2)=[CH:39][CH:38]=[CH:37][C:36]=1[N:50]1[CH2:62][CH2:61][N:53]2[C:54]3[CH2:55][CH2:56][CH2:57][CH2:58][C:59]=3[CH:60]=[C:52]2[C:51]1=[O:63])(=[O:32])[CH3:31].C([O-])([O-])=O.[Na+].[Na+].COCCOC, predict the reaction product. The product is: [C:30]([O:33][CH2:34][C:35]1[C:36]([N:50]2[CH2:62][CH2:61][N:53]3[C:54]4[CH2:55][CH2:56][CH2:57][CH2:58][C:59]=4[CH:60]=[C:52]3[C:51]2=[O:63])=[CH:37][CH:38]=[CH:39][C:40]=1[C:2]1[CH:3]=[C:4]([NH:10][C:11]2[N:16]=[CH:15][C:14]([N:17]3[CH2:22][CH2:21][N:20]([C:23]([O:25][C:26]([CH3:29])([CH3:28])[CH3:27])=[O:24])[CH2:19][CH2:18]3)=[CH:13][CH:12]=2)[C:5](=[O:9])[N:6]([CH3:8])[CH:7]=1)(=[O:32])[CH3:31].